Dataset: Forward reaction prediction with 1.9M reactions from USPTO patents (1976-2016). Task: Predict the product of the given reaction. (1) Given the reactants [O:1]1[CH2:6][CH2:5][CH:4]([C:7]([OH:9])=O)[CH2:3][CH2:2]1.C(Cl)(=O)C(Cl)=O.CN(C=O)C.[CH:21]1([CH2:24][NH:25][C:26]2[N:27]=[CH:28][C:29]([O:32][C:33]3[CH:34]=[C:35]([CH:45]=[C:46]([O:48][CH:49]([CH3:51])[CH3:50])[CH:47]=3)[C:36]([NH:38][C:39]3[CH:43]=[CH:42][N:41]([CH3:44])[N:40]=3)=[O:37])=[N:30][CH:31]=2)[CH2:23][CH2:22]1, predict the reaction product. The product is: [CH:21]1([CH2:24][N:25]([C:26]2[CH:31]=[N:30][C:29]([O:32][C:33]3[CH:34]=[C:35]([C:36](=[O:37])[NH:38][C:39]4[CH:43]=[CH:42][N:41]([CH3:44])[N:40]=4)[CH:45]=[C:46]([O:48][CH:49]([CH3:51])[CH3:50])[CH:47]=3)=[CH:28][N:27]=2)[C:7]([CH:4]2[CH2:3][CH2:2][O:1][CH2:6][CH2:5]2)=[O:9])[CH2:23][CH2:22]1. (2) Given the reactants [CH3:1][O:2][C:3]1[CH:4]=[C:5]([CH2:11][C@@H:12]2[C@:21]3([CH3:22])[C@H:16]([C:17]([CH3:24])([CH3:23])[CH2:18][CH2:19][CH2:20]3)[CH2:15][CH2:14][C@@H:13]2[CH:25]=[O:26])[CH:6]=[C:7]([O:9][CH3:10])[CH:8]=1.S(=O)(=O)([OH:29])N.Cl([O-])=O.[Na+], predict the reaction product. The product is: [CH3:10][O:9][C:7]1[CH:6]=[C:5]([CH2:11][C@@H:12]2[C@:21]3([CH3:22])[C@H:16]([C:17]([CH3:23])([CH3:24])[CH2:18][CH2:19][CH2:20]3)[CH2:15][CH2:14][C@@H:13]2[C:25]([OH:29])=[O:26])[CH:4]=[C:3]([O:2][CH3:1])[CH:8]=1. (3) Given the reactants [Br:1][C:2]1[CH:3]=[C:4]2[C:9](=[CH:10][CH:11]=1)[O:8][C:7]([CH2:13][CH2:14][CH2:15][OH:16])([CH3:12])[CH2:6][C:5]2=[O:17].[CH3:18][C:19]([Si:22](Cl)([CH3:24])[CH3:23])([CH3:21])[CH3:20].N1C=CN=C1, predict the reaction product. The product is: [Br:1][C:2]1[CH:3]=[C:4]2[C:9](=[CH:10][CH:11]=1)[O:8][C:7]([CH2:13][CH2:14][CH2:15][O:16][Si:22]([C:19]([CH3:21])([CH3:20])[CH3:18])([CH3:24])[CH3:23])([CH3:12])[CH2:6][C:5]2=[O:17].